Predict which catalyst facilitates the given reaction. From a dataset of Catalyst prediction with 721,799 reactions and 888 catalyst types from USPTO. (1) Reactant: [CH:1]([C:4]1[C:8]([CH2:9][CH2:10][CH2:11][OH:12])=[CH:7][N:6]([C:13]2[CH:18]=[CH:17][C:16]([C:19]([F:22])([F:21])[F:20])=[CH:15][N:14]=2)[N:5]=1)([CH3:3])[CH3:2].[CH2:23]([C:25]1[CH:39]=[CH:38][C:28]([O:29][C:30]([CH3:37])([CH3:36])[C:31]([O:33]CC)=[O:32])=[CH:27][C:26]=1O)[CH3:24].C(P(CCCC)CCCC)CCC.N(C(N1CCCCC1)=O)=NC(N1CCCCC1)=O. Product: [CH2:23]([C:25]1[CH:39]=[CH:38][C:28]([O:29][C:30]([CH3:36])([CH3:37])[C:31]([OH:33])=[O:32])=[CH:27][C:26]=1[O:12][CH2:11][CH2:10][CH2:9][C:8]1[C:4]([CH:1]([CH3:3])[CH3:2])=[N:5][N:6]([C:13]2[CH:18]=[CH:17][C:16]([C:19]([F:21])([F:20])[F:22])=[CH:15][N:14]=2)[CH:7]=1)[CH3:24]. The catalyst class is: 7. (2) Reactant: [F:1][C:2]1[CH:3]=[C:4]([C:15]([NH:17][C:18]2[CH:23]=[CH:22][C:21]([C:24]3[N:28]=[CH:27][N:26]([C:29]4[CH:34]=[CH:33][C:32]([O:35][C:36]([F:42])([F:41])[C:37]([F:40])([F:39])[F:38])=[CH:31][CH:30]=4)[N:25]=3)=[CH:20][CH:19]=2)=[O:16])[CH:5]=[C:6]([C:8]2[CH:13]=[CH:12][CH:11]=[CH:10][C:9]=2[CH3:14])[CH:7]=1.[H-].[Na+].CI.[C:47](=O)(O)[O-].[Na+]. Product: [F:1][C:2]1[CH:3]=[C:4]([C:15]([N:17]([CH3:47])[C:18]2[CH:19]=[CH:20][C:21]([C:24]3[N:28]=[CH:27][N:26]([C:29]4[CH:34]=[CH:33][C:32]([O:35][C:36]([F:42])([F:41])[C:37]([F:39])([F:38])[F:40])=[CH:31][CH:30]=4)[N:25]=3)=[CH:22][CH:23]=2)=[O:16])[CH:5]=[C:6]([C:8]2[CH:13]=[CH:12][CH:11]=[CH:10][C:9]=2[CH3:14])[CH:7]=1. The catalyst class is: 7. (3) Reactant: [NH2:1][C:2]1[CH:3]=[CH:4][C:5]([Cl:8])=[N:6][CH:7]=1.[F:9][B-:10]([F:13])([F:12])[F:11].[H+].[N:15](OC(C)(C)C)=O.C(OCC)C. Product: [F:9][B-:10]([F:13])([F:12])[F:11].[Cl:8][C:5]1[N:6]=[CH:7][C:2]([N+:1]#[N:15])=[CH:3][CH:4]=1. The catalyst class is: 8. (4) Reactant: [CH2:1]([O:3][C:4]([C:6]1[NH:7][C:8]([C:11]([C:13]2[C:14](Cl)=[N:15][CH:16]=[CH:17][CH:18]=2)=O)=[CH:9][CH:10]=1)=[O:5])[CH3:2].O.[NH2:21][NH2:22]. Product: [CH2:1]([O:3][C:4]([C:6]1[NH:7][C:8]([C:11]2[C:13]3[C:14](=[N:15][CH:16]=[CH:17][CH:18]=3)[NH:22][N:21]=2)=[CH:9][CH:10]=1)=[O:5])[CH3:2]. The catalyst class is: 8. (5) Reactant: [Br:1][C:2]1[CH:3]=[C:4]2[C:9](=[CH:10][CH:11]=1)[N:8]=[C:7]([NH:12]CC1C=CC(OC)=CC=1)[C:6]([C:22]1(O)[CH2:27][CH2:26][O:25][CH2:24][CH2:23]1)=[CH:5]2.Cl. Product: [Br:1][C:2]1[CH:3]=[C:4]2[C:9](=[CH:10][CH:11]=1)[N:8]=[C:7]([NH2:12])[C:6]([C:22]1[CH2:27][CH2:26][O:25][CH2:24][CH:23]=1)=[CH:5]2. The catalyst class is: 12.